This data is from Catalyst prediction with 721,799 reactions and 888 catalyst types from USPTO. The task is: Predict which catalyst facilitates the given reaction. Reactant: [Cl:1][C:2]1[CH:3]=[C:4]([N:24]([C@H:27]2[CH2:32][CH2:31][C@H:30]([N:33]([CH3:35])[CH3:34])[CH2:29][CH2:28]2)[CH2:25][CH3:26])[C:5]([CH3:23])=[C:6]([CH:22]=1)[C:7]([NH:9][CH2:10][C:11]1[C:12]([CH3:21])=[N:13][N:14]([CH:18]([CH3:20])[CH3:19])[C:15]=1[O:16]C)=[O:8]. Product: [Cl:1][C:2]1[CH:3]=[C:4]([N:24]([C@H:27]2[CH2:32][CH2:31][C@H:30]([N:33]([CH3:35])[CH3:34])[CH2:29][CH2:28]2)[CH2:25][CH3:26])[C:5]([CH3:23])=[C:6]([CH:22]=1)[C:7]([NH:9][CH2:10][C:11]1[C:15](=[O:16])[N:14]([CH:18]([CH3:20])[CH3:19])[NH:13][C:12]=1[CH3:21])=[O:8]. The catalyst class is: 33.